This data is from Full USPTO retrosynthesis dataset with 1.9M reactions from patents (1976-2016). The task is: Predict the reactants needed to synthesize the given product. (1) Given the product [Br:1][C:2]1[CH:3]=[C:4]([Cl:18])[C:5]2[O:9][CH:8](/[CH:10]=[CH:11]/[C:12]([OH:14])=[O:13])[CH2:7][C:6]=2[CH:17]=1, predict the reactants needed to synthesize it. The reactants are: [Br:1][C:2]1[CH:3]=[C:4]([Cl:18])[C:5]2[O:9][CH:8](/[CH:10]=[CH:11]/[C:12]([O:14]CC)=[O:13])[CH2:7][C:6]=2[CH:17]=1.C1COCC1.O.Cl. (2) Given the product [N:38]1[C:39]2[C:34](=[C:33]([C:2]#[C:1][C:3]3[CH:4]=[C:5]([CH:28]=[CH:29][C:30]=3[CH3:31])[C:6]([NH:8][C:9]3[CH:14]=[CH:13][C:12]([CH2:15][N:16]4[CH2:20][CH2:19][C@H:18]([N:21]([CH3:23])[CH3:22])[CH2:17]4)=[C:11]([C:24]([F:25])([F:27])[F:26])[CH:10]=3)=[O:7])[CH:42]=[CH:41][CH:40]=2)[CH:35]=[N:36][CH:37]=1, predict the reactants needed to synthesize it. The reactants are: [C:1]([C:3]1[CH:4]=[C:5]([CH:28]=[CH:29][C:30]=1[CH3:31])[C:6]([NH:8][C:9]1[CH:14]=[CH:13][C:12]([CH2:15][N:16]2[CH2:20][CH2:19][C@H:18]([N:21]([CH3:23])[CH3:22])[CH2:17]2)=[C:11]([C:24]([F:27])([F:26])[F:25])[CH:10]=1)=[O:7])#[CH:2].Br[C:33]1[CH:42]=[CH:41][CH:40]=[C:39]2[C:34]=1[CH:35]=[N:36][CH:37]=[N:38]2.